This data is from Full USPTO retrosynthesis dataset with 1.9M reactions from patents (1976-2016). The task is: Predict the reactants needed to synthesize the given product. Given the product [C:17]([C@@H:18]([NH:37][C:38]([C:40]1([NH:46][C:47](=[O:53])[O:48][C:49]([CH3:51])([CH3:50])[CH3:52])[CH2:45][CH2:44][O:43][CH2:42][CH2:41]1)=[O:39])[CH2:19][C:20]1[CH:25]=[CH:24][C:23]([C:26]2[CH:27]=[C:28]3[C:32](=[CH:33][CH:34]=2)[C:31](=[O:35])[N:30]([CH3:36])[CH2:29]3)=[CH:22][CH:21]=1)#[N:16], predict the reactants needed to synthesize it. The reactants are: CC[N+](S(N=C(OC)[O-])(=O)=O)(CC)CC.[NH2:16][C:17](=O)[C@@H:18]([NH:37][C:38]([C:40]1([NH:46][C:47](=[O:53])[O:48][C:49]([CH3:52])([CH3:51])[CH3:50])[CH2:45][CH2:44][O:43][CH2:42][CH2:41]1)=[O:39])[CH2:19][C:20]1[CH:25]=[CH:24][C:23]([C:26]2[CH:27]=[C:28]3[C:32](=[CH:33][CH:34]=2)[C:31](=[O:35])[N:30]([CH3:36])[CH2:29]3)=[CH:22][CH:21]=1.